Dataset: Peptide-MHC class II binding affinity with 134,281 pairs from IEDB. Task: Regression. Given a peptide amino acid sequence and an MHC pseudo amino acid sequence, predict their binding affinity value. This is MHC class II binding data. (1) The peptide sequence is YTTEGGTKTEAEDVI. The MHC is DRB1_0701 with pseudo-sequence DRB1_0701. The binding affinity (normalized) is 0.141. (2) The peptide sequence is TGVAVSRGTAKLRWF. The MHC is HLA-DQA10601-DQB10402 with pseudo-sequence HLA-DQA10601-DQB10402. The binding affinity (normalized) is 0.492. (3) The peptide sequence is VSAMMKSFIKAQLGL. The MHC is DRB1_0101 with pseudo-sequence DRB1_0101. The binding affinity (normalized) is 0.714.